Dataset: Retrosynthesis with 50K atom-mapped reactions and 10 reaction types from USPTO. Task: Predict the reactants needed to synthesize the given product. (1) Given the product COC(=O)C=Cc1c(C(C)=O)cc(OCc2ccccc2)cc1[N+](=O)[O-], predict the reactants needed to synthesize it. The reactants are: C=CC(=O)OC.CC(=O)c1cc(OCc2ccccc2)cc([N+](=O)[O-])c1OS(=O)(=O)C(F)(F)F. (2) Given the product COC(=O)C(CC(C)C)Sc1nnc(-c2ccccc2)[nH]1, predict the reactants needed to synthesize it. The reactants are: COC(=O)C(Br)CC(C)C.Sc1nnc(-c2ccccc2)[nH]1. (3) Given the product COC(OC)C(CC(=O)O)C(C)(C)S(=O)(=O)c1ccc(C)cc1, predict the reactants needed to synthesize it. The reactants are: COC(=O)CC(C(OC)OC)C(C)(C)S(=O)(=O)c1ccc(C)cc1. (4) Given the product CCc1cccc(CC)c1-c1nc(C)c(C(=O)OC)c(OC)n1, predict the reactants needed to synthesize it. The reactants are: CCc1cccc(CC)c1B(O)O.COC(=O)c1c(C)nc(Cl)nc1OC. (5) Given the product Cc1nc(C(=O)N2CCOC3(CCN(Cc4ccc(CCO)cc4)CC3)C2)cs1, predict the reactants needed to synthesize it. The reactants are: Cc1nc(C(=O)N2CCOC3(CCNCC3)C2)cs1.OCCc1ccc(CBr)cc1. (6) Given the product COc1ccc(-c2cc3c(N[C@@H]4CN(C(=O)C5(C#N)CC5)C[C@@H]4OC)c(C(N)=O)cnn3c2)cc1, predict the reactants needed to synthesize it. The reactants are: CO[C@H]1CN(C(=O)C2(C#N)CC2)C[C@H]1Nc1c(C(N)=O)cnn2cc(Br)cc12.COc1ccc(B(O)O)cc1. (7) Given the product COc1ccc2c(Cc3ccc(OCCN4CCCCC4)cc3)c(-c3ccccc3F)ccc2c1, predict the reactants needed to synthesize it. The reactants are: COc1ccc2c(Cc3ccc(OCCN4CCCCC4)cc3)c(OS(=O)(=O)C(F)(F)F)ccc2c1.OB(O)c1ccccc1F. (8) Given the product C=CCNC1CCN(CCC(c2ccccc2)c2ccccc2)CC1, predict the reactants needed to synthesize it. The reactants are: C=CCN.O=C1CCN(CCC(c2ccccc2)c2ccccc2)CC1.